Dataset: Full USPTO retrosynthesis dataset with 1.9M reactions from patents (1976-2016). Task: Predict the reactants needed to synthesize the given product. (1) Given the product [OH:32][CH2:33][C:34]1[NH:35][C:36](=[O:45])[N:37]([CH:39]2[CH2:44][CH2:43][N:42]([C:47]([NH:1][C@@H:2]3[N:8]=[C:7]([C:9]4[CH:10]=[CH:11][CH:12]=[CH:13][CH:14]=4)[C:6]4[CH:15]=[CH:16][CH:17]=[CH:18][C:5]=4[N:4]([CH2:19][C:20]([F:21])([F:23])[F:22])[C:3]3=[O:24])=[O:46])[CH2:41][CH2:40]2)[CH:38]=1, predict the reactants needed to synthesize it. The reactants are: [NH2:1][C@@H:2]1[N:8]=[C:7]([C:9]2[CH:14]=[CH:13][CH:12]=[CH:11][CH:10]=2)[C:6]2[CH:15]=[CH:16][CH:17]=[CH:18][C:5]=2[N:4]([CH2:19][C:20]([F:23])([F:22])[F:21])[C:3]1=[O:24].C(N(CC)CC)C.[OH:32][CH2:33][C:34]1[NH:35][C:36](=[O:45])[N:37]([CH:39]2[CH2:44][CH2:43][NH:42][CH2:41][CH2:40]2)[CH:38]=1.[O:46]1CCC[CH2:47]1. (2) Given the product [ClH:1].[CH3:26][N:27]([CH3:28])[CH2:2][C:3]([NH:5][C:6]1[CH:15]=[CH:14][CH:13]=[C:12]2[C:7]=1[C:8](=[O:25])[N:9]([CH:17]1[CH2:22][CH2:21][C:20](=[O:23])[NH:19][C:18]1=[O:24])[C:10]([CH3:16])=[N:11]2)=[O:4], predict the reactants needed to synthesize it. The reactants are: [Cl:1][CH2:2][C:3]([NH:5][C:6]1[CH:15]=[CH:14][CH:13]=[C:12]2[C:7]=1[C:8](=[O:25])[N:9]([CH:17]1[CH2:22][CH2:21][C:20](=[O:23])[NH:19][C:18]1=[O:24])[C:10]([CH3:16])=[N:11]2)=[O:4].[CH3:26][NH:27][CH3:28].C1COCC1.C(=O)([O-])O.[Na+].Cl.CCOCC. (3) Given the product [CH3:1][C:2]([CH2:16][CH2:17][CH2:18][CH:19]([CH3:31])[CH2:20][CH2:21][CH2:22][CH:23]([CH3:30])[CH2:24][CH2:25][CH2:26][CH:27]([CH3:29])[CH3:28])=[CH:3][CH2:4][CH2:5][C:6]([O:8][CH2:9][C@@H:10]([C@@H:12]([CH2:14][OH:15])[OH:13])[OH:11])=[O:7].[OH2:7], predict the reactants needed to synthesize it. The reactants are: [CH3:1][C:2]([CH2:16][CH2:17][CH2:18][CH:19]([CH3:31])[CH2:20][CH2:21][CH2:22][CH:23]([CH3:30])[CH2:24][CH2:25][CH2:26][CH:27]([CH3:29])[CH3:28])=[CH:3][CH2:4][CH2:5][C:6]([O:8][CH2:9][C@@H:10]([C@@H:12]([CH2:14][OH:15])[OH:13])[OH:11])=[O:7]. (4) Given the product [Cl:17][C:8]1[C:9]([O:11][CH2:12][CH:13]2[CH2:16][CH2:15][CH2:14]2)=[CH:10][C:5]([C:3]([OH:4])=[O:2])=[N:6][CH:7]=1, predict the reactants needed to synthesize it. The reactants are: C[O:2][C:3]([C:5]1[CH:10]=[C:9]([O:11][CH2:12][CH:13]2[CH2:16][CH2:15][CH2:14]2)[C:8]([Cl:17])=[CH:7][N:6]=1)=[O:4].[OH-].[Na+].Cl.C(OCC)(=O)C. (5) Given the product [CH2:35]([N:42]1[CH2:43][CH2:44][N:45]([C@@H:48]([CH2:53][NH:54][C:55](=[O:63])[C:56]2[CH:57]=[CH:58][C:59]([O:32][CH2:31][C:30]3[C:22]([C:21]([F:20])([F:33])[F:34])=[N:23][N:24]4[CH:29]=[CH:28][CH:27]=[CH:26][C:25]=34)=[CH:60][CH:61]=2)[C:49]([O:51][CH3:52])=[O:50])[CH2:46][CH2:47]1)[C:36]1[CH:41]=[CH:40][CH:39]=[CH:38][CH:37]=1, predict the reactants needed to synthesize it. The reactants are: C1(P(C2C=CC=CC=2)C2C=CC=CC=2)C=CC=CC=1.[F:20][C:21]([F:34])([F:33])[C:22]1[C:30]([CH2:31][OH:32])=[C:25]2[CH:26]=[CH:27][CH:28]=[CH:29][N:24]2[N:23]=1.[CH2:35]([N:42]1[CH2:47][CH2:46][N:45]([C@@H:48]([CH2:53][NH:54][C:55](=[O:63])[C:56]2[CH:61]=[CH:60][C:59](O)=[CH:58][CH:57]=2)[C:49]([O:51][CH3:52])=[O:50])[CH2:44][CH2:43]1)[C:36]1[CH:41]=[CH:40][CH:39]=[CH:38][CH:37]=1.N(C(OC(C)C)=O)=NC(OC(C)C)=O. (6) Given the product [C:6]([C:10]1[CH:11]=[C:12]([CH:13]=[CH:14][CH:15]=1)[O:16][C:18]1[C:23]([CH3:24])=[CH:22][C:21]([N+:25]([O-:27])=[O:26])=[CH:20][N:19]=1)([CH3:9])([CH3:7])[CH3:8], predict the reactants needed to synthesize it. The reactants are: CN(C=O)C.[C:6]([C:10]1[CH:11]=[C:12]([OH:16])[CH:13]=[CH:14][CH:15]=1)([CH3:9])([CH3:8])[CH3:7].Cl[C:18]1[C:23]([CH3:24])=[CH:22][C:21]([N+:25]([O-:27])=[O:26])=[CH:20][N:19]=1.C(=O)([O-])[O-].[K+].[K+].